Dataset: Catalyst prediction with 721,799 reactions and 888 catalyst types from USPTO. Task: Predict which catalyst facilitates the given reaction. (1) Reactant: C(Cl)(=O)C.[CH3:5][C:6]1[N:10]([CH2:11][C:12]2[CH:13]=[C:14]([CH:26]=[CH:27][CH:28]=2)[O:15][CH2:16][CH2:17][NH:18]C(=O)OC(C)(C)C)[N:9]=[C:8]([C:29]2[O:33][N:32]=[C:31]([C:34]3[CH:39]=[CH:38][C:37]([O:40][C:41]([F:44])([F:43])[F:42])=[CH:36][CH:35]=3)[N:30]=2)[N:7]=1. Product: [NH2:18][CH2:17][CH2:16][O:15][C:14]1[CH:13]=[C:12]([CH2:11][N:10]2[C:6]([CH3:5])=[N:7][C:8]([C:29]3[O:33][N:32]=[C:31]([C:34]4[CH:39]=[CH:38][C:37]([O:40][C:41]([F:42])([F:43])[F:44])=[CH:36][CH:35]=4)[N:30]=3)=[N:9]2)[CH:28]=[CH:27][CH:26]=1. The catalyst class is: 5. (2) Reactant: C([O:3][C:4]([C:6]1[CH:7]=[N:8][C:9]2[C:14]([C:15]=1[OH:16])=[CH:13][C:12]1[O:17][CH2:18][O:19][C:11]=1[CH:10]=2)=[O:5])C.[OH-].[K+]. Product: [OH:16][C:15]1[C:14]2[C:9](=[CH:10][C:11]3[O:19][CH2:18][O:17][C:12]=3[CH:13]=2)[N:8]=[CH:7][C:6]=1[C:4]([OH:5])=[O:3]. The catalyst class is: 8. (3) Reactant: [Cl:1][C:2]1[CH:7]=[CH:6][C:5]([C:8](=O)[C:9](=[C:16]2SCS2)[C:10]2[CH:15]=[CH:14][N:13]=[CH:12][CH:11]=2)=[CH:4][CH:3]=1.[CH3:21][CH:22]1[CH2:27][NH:26][CH2:25][CH:24]([CH3:28])[NH:23]1.[NH2:29][NH2:30]. Product: [Cl:1][C:2]1[CH:7]=[CH:6][C:5]([C:8]2[NH:30][N:29]=[C:16]([N:26]3[CH2:25][CH:24]([CH3:28])[NH:23][CH:22]([CH3:21])[CH2:27]3)[C:9]=2[C:10]2[CH:15]=[CH:14][N:13]=[CH:12][CH:11]=2)=[CH:4][CH:3]=1. The catalyst class is: 359. (4) Reactant: C(OC(=O)[NH:7][C:8]1[CH:13]=[CH:12][C:11]([C:14]([F:17])([F:16])[F:15])=[CH:10][C:9]=1[NH:18][C:19](=[O:37])[CH2:20][C:21]([C:23]1[CH:28]=[CH:27][CH:26]=[C:25]([C:29]2[CH:34]=[CH:33][N:32]=[C:31]([CH2:35][CH3:36])[CH:30]=2)[CH:24]=1)=O)(C)(C)C.C(O)(C(F)(F)F)=O. Product: [CH2:35]([C:31]1[CH:30]=[C:29]([C:25]2[CH:24]=[C:23]([C:21]3[CH2:20][C:19](=[O:37])[NH:18][C:9]4[CH:10]=[C:11]([C:14]([F:17])([F:16])[F:15])[CH:12]=[CH:13][C:8]=4[N:7]=3)[CH:28]=[CH:27][CH:26]=2)[CH:34]=[CH:33][N:32]=1)[CH3:36]. The catalyst class is: 2. (5) Reactant: [C:1]([O:5][C:6]([N:8]1[CH2:11][CH:10]([N:12]([CH3:36])[C:13]2[CH:21]=[CH:20][C:19]([C:22]([O:24][CH3:25])=[O:23])=[C:18]3[C:14]=2[CH:15]=[CH:16][N:17]3[S:26]([C:29]2[CH:35]=[CH:34][C:32]([CH3:33])=[CH:31][CH:30]=2)(=[O:28])=[O:27])[CH2:9]1)=[O:7])([CH3:4])([CH3:3])[CH3:2].[Li+].CC([N-]C(C)C)C.[O:45]1[CH2:48][C:47](=[O:49])[CH2:46]1. Product: [C:1]([O:5][C:6]([N:8]1[CH2:9][CH:10]([N:12]([CH3:36])[C:13]2[CH:21]=[CH:20][C:19]([C:22]([O:24][CH3:25])=[O:23])=[C:18]3[C:14]=2[CH:15]=[C:16]([C:47]2([OH:49])[CH2:48][O:45][CH2:46]2)[N:17]3[S:26]([C:29]2[CH:30]=[CH:31][C:32]([CH3:33])=[CH:34][CH:35]=2)(=[O:28])=[O:27])[CH2:11]1)=[O:7])([CH3:3])([CH3:4])[CH3:2]. The catalyst class is: 1. (6) Reactant: Cl.Cl.[NH:3]1[C:11]2[C:6](=[CH:7][C:8]([C:12]3[C:20]4[C:19]([NH2:21])=[N:18][CH:17]=[N:16][C:15]=4[N:14]([CH3:22])[CH:13]=3)=[CH:9][CH:10]=2)[CH2:5][CH2:4]1.[CH3:23][C:24]1[CH:25]=[C:26]([CH2:30][C:31](O)=[O:32])[CH:27]=[CH:28][CH:29]=1.CN(C(ON1N=NC2C=CC=NC1=2)=[N+](C)C)C.F[P-](F)(F)(F)(F)F.CCN(C(C)C)C(C)C. Product: [CH3:22][N:14]1[C:15]2[N:16]=[CH:17][N:18]=[C:19]([NH2:21])[C:20]=2[C:12]([C:8]2[CH:7]=[C:6]3[C:11](=[CH:10][CH:9]=2)[N:3]([C:31](=[O:32])[CH2:30][C:26]2[CH:27]=[CH:28][CH:29]=[C:24]([CH3:23])[CH:25]=2)[CH2:4][CH2:5]3)=[CH:13]1. The catalyst class is: 18. (7) Reactant: [NH2:1][C:2]1[N:7]=[C:6]([Cl:8])[CH:5]=[C:4]([NH2:9])[N:3]=1.[CH:10]1([N+:16]#[C-:17])[CH2:15][CH2:14][CH2:13][CH2:12][CH2:11]1.[N:18]1[CH:23]=[CH:22][CH:21]=[CH:20][C:19]=1[CH:24]=O.[C:26](Cl)(=[O:28])[CH3:27]. Product: [Cl-:8].[C:26]([N+:1]1[C:24]([C:19]2[CH:20]=[CH:21][CH:22]=[CH:23][N:18]=2)=[C:17]([NH:16][CH:10]2[CH2:15][CH2:14][CH2:13][CH2:12][CH2:11]2)[N:3]2[C:4]([NH2:9])=[CH:5][C:6]([Cl:8])=[N:7][C:2]=12)(=[O:28])[CH3:27]. The catalyst class is: 519. (8) Reactant: [CH3:1][C@H:2]1[O:7][C@@H:6]([CH2:8][CH2:9][CH3:10])[CH2:5][N:4]([C:11]2[CH:18]=[CH:17][C:16]([N+:19]([O-:21])=[O:20])=[CH:15][C:12]=2[CH:13]=O)[CH2:3]1.[NH:22]1[C:29](=[O:30])[CH2:28][C:26](=[O:27])[NH:25][C:23]1=[O:24]. Product: [CH3:1][C@H:2]1[C@@H:3]2[C:28]3([CH2:13][C:12]4[C:11]([N:4]2[CH2:5][C@@H:6]([CH2:8][CH2:9][CH3:10])[O:7]1)=[CH:18][CH:17]=[C:16]([N+:19]([O-:21])=[O:20])[CH:15]=4)[C:26](=[O:27])[NH:25][C:23](=[O:24])[NH:22][C:29]3=[O:30]. The catalyst class is: 5.